Task: Predict the product of the given reaction.. Dataset: Forward reaction prediction with 1.9M reactions from USPTO patents (1976-2016) (1) Given the reactants [CH2:1]([N:3]1[CH:7]=[CH:6][CH:5]=[CH:4]1)[CH3:2].[Cl-].[CH3:9][O:10][C:11]1[CH:20]=[CH:19][CH:18]=[CH:17][C:12]=1[CH:13]=[N+:14]([CH3:16])[CH3:15], predict the reaction product. The product is: [CH2:1]([N:3]1[CH:7]=[CH:6][CH:5]=[C:4]1[CH:13]([N:14]([CH3:15])[CH3:16])[C:12]1[CH:17]=[CH:18][CH:19]=[CH:20][C:11]=1[O:10][CH3:9])[CH3:2]. (2) Given the reactants Br[CH2:2][CH2:3][CH2:4][CH2:5][O:6][C:7]1[CH:22]=[CH:21][C:10]2[C:11]([C:14]3[CH:19]=[CH:18][C:17]([Cl:20])=[CH:16][CH:15]=3)=[N:12][S:13][C:9]=2[CH:8]=1.[CH3:23][NH:24][CH2:25][CH2:26][OH:27], predict the reaction product. The product is: [Cl:20][C:17]1[CH:18]=[CH:19][C:14]([C:11]2[C:10]3[CH:21]=[CH:22][C:7]([O:6][CH2:5][CH2:4][CH2:3][CH2:2][N:24]([CH3:23])[CH2:25][CH2:26][OH:27])=[CH:8][C:9]=3[S:13][N:12]=2)=[CH:15][CH:16]=1.